This data is from CYP3A4 inhibition data for predicting drug metabolism from PubChem BioAssay. The task is: Regression/Classification. Given a drug SMILES string, predict its absorption, distribution, metabolism, or excretion properties. Task type varies by dataset: regression for continuous measurements (e.g., permeability, clearance, half-life) or binary classification for categorical outcomes (e.g., BBB penetration, CYP inhibition). Dataset: cyp3a4_veith. The drug is Cc1cccc(CNc2nc(-c3ccc4c(c3)OCO4)nc3ccccc23)c1. The result is 1 (inhibitor).